The task is: Predict the reactants needed to synthesize the given product.. This data is from Full USPTO retrosynthesis dataset with 1.9M reactions from patents (1976-2016). (1) Given the product [F:21][C:16]1[CH:17]=[CH:18][CH:19]=[C:20]2[C:15]=1[C:14](=[O:22])[N:13]([C:23]1[CH:24]=[N:25][CH:26]=[CH:27][CH:28]=1)[C:12]([CH3:29])=[C:11]2[C:9]([OH:10])=[O:8], predict the reactants needed to synthesize it. The reactants are: C([O:8][C:9]([C:11]1[C:20]2[C:15](=[C:16]([F:21])[CH:17]=[CH:18][CH:19]=2)[C:14](=[O:22])[N:13]([C:23]2[CH:24]=[N:25][CH:26]=[CH:27][CH:28]=2)[C:12]=1[CH3:29])=[O:10])C1C=CC=CC=1. (2) Given the product [OH:2][CH2:3][C:5]1[CH:14]=[C:13]2[C:8]([N:9]=[C:10]([NH:19][CH:20]([CH3:22])[CH3:21])[C:11]3[N:12]2[C:15](=[O:18])[NH:16][N:17]=3)=[CH:7][CH:6]=1, predict the reactants needed to synthesize it. The reactants are: C[O:2][C:3]([C:5]1[CH:14]=[C:13]2[C:8]([N:9]=[C:10]([NH:19][CH:20]([CH3:22])[CH3:21])[C:11]3[N:12]2[C:15](=[O:18])[NH:16][N:17]=3)=[CH:7][CH:6]=1)=O.[H-].[H-].[H-].[H-].[Li+].[Al+3]. (3) Given the product [CH2:38]([O:1][C:2]1[CH:7]=[CH:6][CH:5]=[CH:4][C:3]=1[CH:8]([NH:13][C:14]([CH2:16][C:17]1[CH:18]=[CH:19][C:20]([O:21][C:22]([CH3:29])([CH3:28])[C:23]([O:25][CH2:26][CH3:27])=[O:24])=[CH:30][CH:31]=1)=[O:15])[CH2:9][CH2:10][CH2:11][CH3:12])[CH:39]([CH3:41])[CH3:40], predict the reactants needed to synthesize it. The reactants are: [OH:1][C:2]1[CH:7]=[CH:6][CH:5]=[CH:4][C:3]=1[CH:8]([NH:13][C:14]([CH2:16][C:17]1[CH:31]=[CH:30][C:20]([O:21][C:22]([CH3:29])([CH3:28])[C:23]([O:25][CH2:26][CH3:27])=[O:24])=[CH:19][CH:18]=1)=[O:15])[CH2:9][CH2:10][CH2:11][CH3:12].C(=O)([O-])[O-].[K+].[K+].[CH2:38](Br)[CH:39]([CH3:41])[CH3:40]. (4) Given the product [C:24]([N:20]1[C@H:18]2[C@H:17]([N:16]([C:32]([C@@H:33]([NH:38][C:39](=[O:50])[C:40]3[CH:45]=[CH:44][C:43]([C:46]([CH3:49])([CH3:48])[CH3:47])=[CH:42][CH:41]=3)[CH2:34][CH:35]([CH3:37])[CH3:36])=[O:51])[NH:15][CH2:19]2)[C:22](=[O:23])[CH2:21]1)(=[O:31])[C:25]1[CH:26]=[CH:27][CH:28]=[CH:29][CH:30]=1, predict the reactants needed to synthesize it. The reactants are: FC(F)(F)C(O)=O.C(OC([N:15]1[CH2:19][C@H:18]2[N:20]([C:24](=[O:31])[C:25]3[CH:30]=[CH:29][CH:28]=[CH:27][CH:26]=3)[CH2:21][C:22](=[O:23])[C@H:17]2[N:16]1[C:32](=[O:51])[C@@H:33]([NH:38][C:39](=[O:50])[C:40]1[CH:45]=[CH:44][C:43]([C:46]([CH3:49])([CH3:48])[CH3:47])=[CH:42][CH:41]=1)[CH2:34][CH:35]([CH3:37])[CH3:36])=O)(C)(C)C. (5) Given the product [CH3:12][C:11]1[CH:10]=[C:9]([C:13]2[CH:14]=[CH:15][C:16]([O:19][C:20]([F:23])([F:21])[F:22])=[CH:17][CH:18]=2)[S:8][C:7]=1[CH2:6][OH:5], predict the reactants needed to synthesize it. The reactants are: C([Si](C(C)C)(C(C)C)[O:5][CH2:6][C:7]1[S:8][C:9]([C:13]2[CH:18]=[CH:17][C:16]([O:19][C:20]([F:23])([F:22])[F:21])=[CH:15][CH:14]=2)=[CH:10][C:11]=1[CH3:12])(C)C.[F-].C([N+](CC)(CC)CC)C. (6) Given the product [F:34][C:25]1[C:24]2[O:35][C:10]([N:1]3[C:9]4[C:4](=[CH:5][CH:6]=[CH:7][CH:8]=4)[CH2:3][CH2:2]3)=[N:22][C:23]=2[CH:28]=[CH:27][C:26]=1[CH2:29][C:30]([O:32][CH3:33])=[O:31], predict the reactants needed to synthesize it. The reactants are: [NH:1]1[C:9]2[C:4](=[CH:5][CH:6]=[CH:7][CH:8]=2)[CH2:3][CH2:2]1.[CH:10]1N=CN(C(N2C=NC=C2)=S)C=1.[NH2:22][C:23]1[CH:28]=[CH:27][C:26]([CH2:29][C:30]([O:32][CH3:33])=[O:31])=[C:25]([F:34])[C:24]=1[OH:35]. (7) Given the product [Br:1][C:2]1[CH:3]=[N:4][N:5]([CH2:14][C:13]2[CH:16]=[CH:17][C:10]([F:9])=[CH:11][CH:12]=2)[CH:6]=1, predict the reactants needed to synthesize it. The reactants are: [Br:1][C:2]1[CH:3]=[N:4][NH:5][CH:6]=1.[H-].[Na+].[F:9][C:10]1[CH:17]=[CH:16][C:13]([CH2:14]Br)=[CH:12][CH:11]=1. (8) Given the product [CH2:1]([C:3]1[CH:4]=[C:5]([C:6]([C:19]2[CH:24]=[CH:23][CH:22]=[CH:21][CH:20]=2)=[O:8])[CH:9]=[CH:10][C:11]=1[N+:12]([O-:14])=[O:13])[CH3:2], predict the reactants needed to synthesize it. The reactants are: [CH2:1]([C:3]1[CH:4]=[C:5]([CH:9]=[CH:10][C:11]=1[N+:12]([O-:14])=[O:13])[C:6]([OH:8])=O)[CH3:2].S(Cl)(Cl)=O.[CH:19]1[CH:24]=[CH:23][CH:22]=[CH:21][CH:20]=1.[Cl-].[Al+3].[Cl-].[Cl-].